Dataset: Full USPTO retrosynthesis dataset with 1.9M reactions from patents (1976-2016). Task: Predict the reactants needed to synthesize the given product. Given the product [Cl:23][C:10]1[CH:9]=[C:8]([NH:11][C:15]2[CH:14]=[CH:19][N:18]=[CH:17][N:16]=2)[C:7](=[O:20])[N:6]2[C:2]3([NH:3][C:4](=[O:21])[C:5]=12)[CH2:22][CH2:30][CH2:25][N:24]([C:45]([O:47][C:48]([CH3:49])([CH3:50])[CH3:51])=[O:46])[CH2:1]3, predict the reactants needed to synthesize it. The reactants are: [CH3:1][C:2]1([CH3:22])[N:6]2[C:7](=[O:20])[C:8]([N:11]3[C:15]4[N:16]=[CH:17][N:18]=[CH:19][C:14]=4C=C3)=[CH:9][CH:10]=[C:5]2[C:4](=[O:21])[NH:3]1.[ClH:23].[NH2:24][C@H:25]1[CH2:30]CC[C@@H](O)C1.S(=O)(=O)(O)O.[C:45](O[C:45]([O:47][C:48]([CH3:51])([CH3:50])[CH3:49])=[O:46])([O:47][C:48]([CH3:51])([CH3:50])[CH3:49])=[O:46].